From a dataset of Reaction yield outcomes from USPTO patents with 853,638 reactions. Predict the reaction yield, written as a fraction of the theoretical maximum amount of product (1.0 means a 100% yield; for example, 0.34 means a 34% yield). (1) The reactants are [H-].[Na+].[C:3]([O:10][CH3:11])(=[O:9])[CH2:4][C:5](OC)=[O:6].[Br:12][C:13]1[CH:14]=[CH:15][C:16]2[C:21](=O)[O:20][C:19](=O)[N:18](C)[C:17]=2[CH:25]=1.O. The catalyst is CN(C=O)C. The product is [Br:12][C:13]1[CH:25]=[C:17]2[C:16]([C:21]([OH:20])=[C:4]([C:3]([O:10][CH3:11])=[O:9])[C:5](=[O:6])[N:18]2[CH3:19])=[CH:15][CH:14]=1. The yield is 0.670. (2) The reactants are N#N.[CH:3](O)=[O:4].CC(OC(C)=O)=O.[NH2:13][CH:14]([C:20]#[N:21])[C:15]([O:17][CH2:18][CH3:19])=[O:16]. The catalyst is C1COCC1. The product is [C:20]([CH:14]([NH:13][CH:3]=[O:4])[C:15]([O:17][CH2:18][CH3:19])=[O:16])#[N:21]. The yield is 0.700. (3) The reactants are C([O:3][C:4]([C:6]1[CH:10]=[C:9]([C:11]2[CH:16]=[CH:15][CH:14]=[CH:13][CH:12]=2)[NH:8][N:7]=1)=[O:5])C.CO.O.O[Li].O. The catalyst is C1COCC1. The product is [C:11]1([C:9]2[NH:8][N:7]=[C:6]([C:4]([OH:5])=[O:3])[CH:10]=2)[CH:12]=[CH:13][CH:14]=[CH:15][CH:16]=1. The yield is 0.860. (4) The reactants are C(N(CC)C(C)C)(C)C.C1(C)C=CC=CC=1.Br[CH2:18][CH2:19][CH2:20][N:21]1[C:25](=[O:26])[C:24]2=[CH:27][CH:28]=[CH:29][CH:30]=[C:23]2[C:22]1=[O:31].[NH:32]1[CH2:37][CH2:36][S:35][CH2:34][CH2:33]1. The catalyst is C(OCC)(=O)C. The product is [S:35]1[CH2:36][CH2:37][N:32]([CH2:18][CH2:19][CH2:20][N:21]2[C:25](=[O:26])[C:24]3[C:23](=[CH:30][CH:29]=[CH:28][CH:27]=3)[C:22]2=[O:31])[CH2:33][CH2:34]1. The yield is 0.880. (5) The reactants are CCN=C=NCCCN(C)C.Cl.[C:13]([O:16][C:17]1[CH:25]=[CH:24][C:23]([Cl:26])=[CH:22][C:18]=1[C:19]([OH:21])=O)(=[O:15])[CH3:14].[NH2:27][C@@H:28]([CH2:46][C:47]1[CH:52]=[CH:51][CH:50]=[CH:49][CH:48]=1)[C:29]([NH:31][C:32]1[CH:37]=[C:36]([C:38]([F:41])([F:40])[F:39])[CH:35]=[C:34]([C:42]([F:45])([F:44])[F:43])[CH:33]=1)=[O:30].ON1C2C=CC=CC=2N=N1.Cl. The catalyst is CN(C)C=O. The product is [C:13]([O:16][C:17]1[CH:25]=[CH:24][C:23]([Cl:26])=[CH:22][C:18]=1[C:19]([NH:27][C@H:28]([C:29](=[O:30])[NH:31][C:32]1[CH:37]=[C:36]([C:38]([F:40])([F:41])[F:39])[CH:35]=[C:34]([C:42]([F:43])([F:44])[F:45])[CH:33]=1)[CH2:46][C:47]1[CH:48]=[CH:49][CH:50]=[CH:51][CH:52]=1)=[O:21])(=[O:15])[CH3:14]. The yield is 0.514.